Dataset: Peptide-MHC class I binding affinity with 185,985 pairs from IEDB/IMGT. Task: Regression. Given a peptide amino acid sequence and an MHC pseudo amino acid sequence, predict their binding affinity value. This is MHC class I binding data. The peptide sequence is SSFDYCGTDH. The MHC is HLA-A11:01 with pseudo-sequence HLA-A11:01. The binding affinity (normalized) is 0.